Dataset: Reaction yield outcomes from USPTO patents with 853,638 reactions. Task: Predict the reaction yield, written as a fraction of the theoretical maximum amount of product (1.0 means a 100% yield; for example, 0.34 means a 34% yield). The product is [ClH:32].[NH2:24][CH2:23][C:7]1[N:8]([CH2:18][C:19]([CH3:20])([CH3:22])[CH3:21])[C:9](=[O:17])[C:10]2[C:15]([C:6]=1[O:5][CH2:1][CH2:2][CH2:3][CH3:4])=[CH:14][CH:13]=[C:12]([F:16])[CH:11]=2. The yield is 0.959. The reactants are [CH2:1]([O:5][C:6]1[C:15]2[C:10](=[CH:11][C:12]([F:16])=[CH:13][CH:14]=2)[C:9](=[O:17])[N:8]([CH2:18][C:19]([CH3:22])([CH3:21])[CH3:20])[C:7]=1[CH2:23][NH:24]C(=O)OC(C)(C)C)[CH2:2][CH2:3][CH3:4].[ClH:32]. The catalyst is C(OCC)(=O)C.